Dataset: Reaction yield outcomes from USPTO patents with 853,638 reactions. Task: Predict the reaction yield, written as a fraction of the theoretical maximum amount of product (1.0 means a 100% yield; for example, 0.34 means a 34% yield). (1) The reactants are [CH2:1]([O:3][C:4](=[O:32])[C:5]1[CH:10]=[CH:9][C:8]([N:11]2[CH:15]=[C:14]([C:16]3[CH:21]=[CH:20][C:19]([Cl:22])=[CH:18][C:17]=3[Cl:23])[N:13]=[C:12]2[CH2:24][C:25]2[CH:30]=[CH:29][C:28](Br)=[CH:27][CH:26]=2)=[CH:7][CH:6]=1)[CH3:2].[OH:33][C:34]1[CH:39]=[CH:38][C:37](B(O)O)=[CH:36][CH:35]=1. The yield is 0.690. The product is [CH2:1]([O:3][C:4](=[O:32])[C:5]1[CH:10]=[CH:9][C:8]([N:11]2[CH:15]=[C:14]([C:16]3[CH:21]=[CH:20][C:19]([Cl:22])=[CH:18][C:17]=3[Cl:23])[N:13]=[C:12]2[CH2:24][C:25]2[CH:30]=[CH:29][C:28]([C:37]3[CH:38]=[CH:39][C:34]([OH:33])=[CH:35][CH:36]=3)=[CH:27][CH:26]=2)=[CH:7][CH:6]=1)[CH3:2]. No catalyst specified. (2) The reactants are [CH:1]([C:3]1[C:4]([C:23]2[CH:28]=[CH:27][C:26]([CH3:29])=[CH:25][CH:24]=2)=[C:5]([CH2:14][NH:15][C:16](=[O:22])[O:17][C:18]([CH3:21])([CH3:20])[CH3:19])[C:6]([CH2:10][CH:11]([CH3:13])[CH3:12])=[N:7][C:8]=1[CH3:9])=O.[Br:30][C:31]1[CH:45]=[CH:44][CH:43]=[CH:42][C:32]=1[CH2:33]P(=O)(OCC)OCC.C[O-].[Na+]. The catalyst is CN(C)C=O.C(OCC)(=O)C. The product is [Br:30][C:31]1[CH:45]=[CH:44][CH:43]=[CH:42][C:32]=1/[CH:33]=[CH:1]/[C:3]1[C:4]([C:23]2[CH:28]=[CH:27][C:26]([CH3:29])=[CH:25][CH:24]=2)=[C:5]([CH2:14][NH:15][C:16](=[O:22])[O:17][C:18]([CH3:19])([CH3:20])[CH3:21])[C:6]([CH2:10][CH:11]([CH3:13])[CH3:12])=[N:7][C:8]=1[CH3:9]. The yield is 0.780. (3) The reactants are [C:1]([O:5][C:6]([N:8]([CH2:13][C:14]([N:16]1[CH2:20][CH2:19][CH2:18][C@H:17]1[C:21]([NH2:23])=O)=[O:15])[CH2:9][CH:10]([CH3:12])[CH3:11])=[O:7])([CH3:4])([CH3:3])[CH3:2].C(N(CC)CC)C.FC(F)(F)C(OC(=O)C(F)(F)F)=O. The catalyst is C1COCC1.C(OCC)(=O)C. The product is [C:1]([O:5][C:6]([N:8]([CH2:13][C:14]([N:16]1[CH2:20][CH2:19][CH2:18][C@H:17]1[C:21]#[N:23])=[O:15])[CH2:9][CH:10]([CH3:12])[CH3:11])=[O:7])([CH3:3])([CH3:4])[CH3:2]. The yield is 0.500. (4) The reactants are Cl[C:2]1[C:11]2[C:6](=[CH:7][C:8]([Cl:12])=[CH:9][CH:10]=2)[N:5]=[CH:4][CH:3]=1.[CH2:13]([NH2:16])[CH2:14][NH2:15]. The catalyst is [OH-].[Na+]. The product is [Cl:12][C:8]1[CH:7]=[C:6]2[C:11]([C:2]([NH:15][CH2:14][CH2:13][NH2:16])=[CH:3][CH:4]=[N:5]2)=[CH:10][CH:9]=1. The yield is 0.870.